From a dataset of Catalyst prediction with 721,799 reactions and 888 catalyst types from USPTO. Predict which catalyst facilitates the given reaction. Reactant: [Cl:1][C:2]1[CH:7]=[CH:6][CH:5]=[C:4]([F:8])[C:3]=1[NH:9][C:10]1[NH:11][C:12]2[C:18]3[CH2:19][C:20]([CH3:23])([CH3:22])[O:21][C:17]=3[C:16]([C:24](O)=[O:25])=[CH:15][C:13]=2[N:14]=1.S(Cl)(Cl)=O.[F:31][CH:32]([F:41])[O:33][C:34]1[N:39]=[CH:38][C:37]([NH2:40])=[CH:36][CH:35]=1.CCN(C(C)C)C(C)C. Product: [Cl:1][C:2]1[CH:7]=[CH:6][CH:5]=[C:4]([F:8])[C:3]=1[NH:9][C:10]1[NH:11][C:12]2[C:18]3[CH2:19][C:20]([CH3:22])([CH3:23])[O:21][C:17]=3[C:16]([C:24]([NH:40][C:37]3[CH:38]=[N:39][C:34]([O:33][CH:32]([F:41])[F:31])=[CH:35][CH:36]=3)=[O:25])=[CH:15][C:13]=2[N:14]=1. The catalyst class is: 1.